The task is: Binary Classification. Given a miRNA mature sequence and a target amino acid sequence, predict their likelihood of interaction.. This data is from Experimentally validated miRNA-target interactions with 360,000+ pairs, plus equal number of negative samples. (1) The miRNA is hsa-miR-6849-5p with sequence GAGUGGAUAGGGGAGUGUGUGGA. The protein sequence of the target gene is MEAAAEPGNLAGVRHIILVLSGKGGVGKSTISTELALALRHAGKKVGILDVDLCGPSIPRMLGAQGRAVHQCDRGWAPVFLDREQSISLMSVGFLLEKPDEAVVWRGPKKNALIKQFVSDVAWGELDYLVVDTPPGTSDEHMATIEALRPYQPLGALVVTTPQAVSVGDVRRELTFCRKTGLRVMGIVENMSGFTCPHCTECTSVFSRGGGEELAQLAGVPFLGSVPLDPALMRTLEEGHDFIQEFPGSPAFAALTSIAQKILDATPACLP. Result: 0 (no interaction). (2) The miRNA is hsa-miR-122-5p with sequence UGGAGUGUGACAAUGGUGUUUG. Result: 0 (no interaction). The protein sequence of the target gene is MSSLYYANTLFSKYPASSSVFATGAFPEQTSCAFASNPQRPGYGAGSGASFAASMQGLYPGGGGMAGQSAAGVYAAGYGLEPSSFNMHCAPFEQNLSGVCPGDSAKAAGAKEQRDSDLAAESNFRIYPWMRSSGTDRKRGRQTYTRYQTLELEKEFHYNRYLTRRRRIEIAHTLCLTERQIKIWFQNRRMKWKKENKTAGPGTTGQDRAEAEEEEEE. (3) The miRNA is hsa-miR-4433a-3p with sequence ACAGGAGUGGGGGUGGGACAU. The protein sequence of the target gene is MLGIFFLGVLAPASLGLSALAKLQPTGSQCVEHECFALFQGPATFLDASQACQRLQGHLMTVRSSVAADVISLLLSQSSMDLGPWIGLQLPQGCDDPVHLGPLRGFQWVTGDNHTSYSRWARPNDQTAPLCGPLCVTVSTATEAAPGEPAWEEKPCETETQGFLCEFYFTASCRPLTVNTRDPEAAHISSTYNTPFGVSGADFQTLPVGSSAAVEPLGLELVCRAPPGTSEGHWAWEATGAWNCSVENGGCEYLCNRSTNEPRCLCPRDMDLQADGRSCARPVVQSCNELCEHFCVSNAE.... Result: 0 (no interaction). (4) Result: 0 (no interaction). The protein sequence of the target gene is MTTPALLPLSGRRIPPLNLGPPSFPHHRATLRLSEKFILLLILSAFITLCFGAFFFLPDSSKHKRFDLGLEDVLIPHVDAGKGAKNPGVFLIHGPDEHRHREEEERLRNKIRADHEKALEEAKEKLRKSREEIRAEIQTEKNKVAQAMKTKETRVLPPVPVPQRVGVSGGDPEDMEIKKKRDKIKEMMKHAWDNYRTYGWGHNELRPIARKGHSTNIFGSSQMGATIVDALDTLYIMGLHDEFMDGQRWIEENLDFSVNSEVSVFEVNIRFIGGLLAAYYLSGEEIFKTKAVQLAEKLLP.... The miRNA is hsa-miR-4697-5p with sequence AGGGGGCGCAGUCACUGACGUG. (5) The miRNA is hsa-miR-517a-3p with sequence AUCGUGCAUCCCUUUAGAGUGU. The protein sequence of the target gene is MAGCVARRALAVGSRWWSRSLATTRGSRPLCAVGGAGGLPPVATATTRRHLSSRNRAEGKVLETVGVFEVPKQNGKYETGQLFLHSVFGYRGVVLFPWQARLYDRDVASATPEKAENPAGHGSKEVKGKTHTYYQVLIDARDCPHISQRSQTEAVTFLANHDDSRALYAIPGLDYVSHEDILPYTSTDQVPIQHELFERFLLYDQTKAPPFVARETLRAWQEKNHPWLELSDVHRETTENIRVTVIPFYMGMREAQNSHVYWWRYCIRLENLDSDVVQLRERHWRIFSLSGTLETVRGRG.... Result: 0 (no interaction). (6) The miRNA is hsa-miR-6803-5p with sequence CUGGGGGUGGGGGGCUGGGCGU. Result: 1 (interaction). The protein sequence of the target gene is MEVTGDAGVPESGEIRTLKPCLLRRNYSREQHGVAASCLEDLRSKACDILAIDKSLTPVTLVLAEDGTIVDDDDYFLCLPSNTKFVALASNEKWAYNNSDGGTAWISQESFDVDETDSGAGLKWKNVARQLKEDLSSIILLSEEDLQMLVDAPCSDLAQELRQSCATVQRLQHTLQQVLDQREEVRQSKQLLQLYLQALEKEGSLLSKQEESKAAFGEEVDAVDTGISRETSSDVALASHILTALREKQAPELSLSSQDLELVTKEDPKALAVALNWDIKKTETVQEACERELALRLQQT.... (7) The miRNA is mmu-miR-20a-5p with sequence UAAAGUGCUUAUAGUGCAGGUAG. The protein sequence of the target gene is MLPSLALLLLAAWTVRALEVPTDGNAGLLAEPQIAMFCGKLNMHMNVQNGKWESDPSGTKTCIGTKEGILQYCQEVYPELQITNVVEANQPVTIQNWCKRGRKQCKTHTHIVIPYRCLVGEFVSDALLVPDKCKFLHQERMDVCETHLHWHTVAKETCSEKSTNLHDYGMLLPCGIDKFRGVEFVCCPLAEESDSVDSADAEEDDSDVWWGGADTDYADGGEDKVVEVAEEEEVADVEEEEADDDEDVEDGDEVEEEAEEPYEEATERTTSTATTTTTTTESVEEVVREVCSEQAETGPC.... Result: 1 (interaction). (8) The miRNA is mmu-miR-497a-5p with sequence CAGCAGCACACUGUGGUUUGUA. The protein sequence of the target gene is MASLLQSERVLYLVQGEKKVRAPLSQLYFCRYCSELRSLECVSHEVDSHYCPSCLENMPSAEAKLKKNRCANCFDCPGCMHTLSTRATSISTQLPDDPAKTTMKKAYYLACGFCRWTSRDVGMADKSVASGGWQEPENPHTQRMNKLIEYYQQLAQKEKVERDRKKLARRRNYMPLAFSQHTIHVVDKYSLGTRLQRPRAGASISTLAGLSLREGEDQKEVKIEPAQAVAEVEPLPEDYYTRPVNLTEVTTLQQRLLQPDLQPVSASQLYPRHKHLLIKRSLRCRKCEHNLSKPEFNPTS.... Result: 0 (no interaction). (9) The miRNA is hsa-miR-5692a with sequence CAAAUAAUACCACAGUGGGUGU. The protein sequence of the target gene is MAGHLASDFAFSPPPGGGGDGPWGAEPGWVDPLTWLSFQGPPGGPGIGPGVGPGSEVWGIPPCPPPYELCGGMAYCGPQVGVGLVPQGGLETSQPESEAGVGVESNSNGASPEPCTVPPGAVKLEKEKLEQNPEKSQDIKALQKELEQFAKLLKQKRITLGYTQADVGLILGVLFGKVFSQKTICRFEALQLSFKNMCKLRPLLQKWVEEADNNENLQEICKAETLMQARKRKRTSIENRVRGNLENLFLQCPKPTLQISHIAQQLGLEKDVVRVWFCNRRQKGKRSSSDYAQREDFEAA.... Result: 1 (interaction). (10) The miRNA is hsa-miR-548f-3p with sequence AAAAACUGUAAUUACUUUU. The protein sequence of the target gene is MATAAAAAAVMAPPGCPGSCPNFAVVCSFLERYGPLLDLPELPFPELERVLQAPPPDVGNGEVPKELVELHLKLMRKIGKSVTADRWEKYLIKICQEFNSTWAWEMEKKGYLEMSVECKLALLKYLCECQFDDNLKFKNIINEEDADTMRLQPIGRDKDGLMYWYQLDQDHNVRMYIEEQDDQDGSSWKCIVRNRNELAETLALLKAQIDPVLLKNSSQQDNSSRESPSLEDEETKKEEETPKQEEQKESEKMKSEEQPMDLENRSTANVLEETTVKKEKEDEKELVKLPVIVKLEKPLP.... Result: 1 (interaction).